From a dataset of Forward reaction prediction with 1.9M reactions from USPTO patents (1976-2016). Predict the product of the given reaction. (1) Given the reactants C[O:2][C:3]([C:5]1[S:9][C:8]([N:10]2[C:14]3[CH:15]=[C:16]([O:21][CH3:22])[C:17]([O:19][CH3:20])=[CH:18][C:13]=3[N:12]=[CH:11]2)=[N:7][C:6]=1Br)=[O:4].[Cl:24][C:25]1(B(O)O)[CH:30]=[CH:29][CH:28]=[CH:27][NH:26]1, predict the reaction product. The product is: [Cl:24][C:25]1[CH:30]=[C:29]([C:6]2[N:7]=[C:8]([N:10]3[C:14]4[CH:15]=[C:16]([O:21][CH3:22])[C:17]([O:19][CH3:20])=[CH:18][C:13]=4[N:12]=[CH:11]3)[S:9][C:5]=2[C:3]([OH:2])=[O:4])[CH:28]=[CH:27][N:26]=1. (2) Given the reactants Br[C:2]1[C:3]([NH:9][C:10](=[O:13])[CH2:11]I)=[N:4][CH:5]=[C:6]([Br:8])[N:7]=1.C(N(C(C)C)CC)(C)C.Cl.[CH3:24][O:25][C@@H:26]1[CH2:31][CH2:30][C@H:29]([NH2:32])[CH2:28][CH2:27]1, predict the reaction product. The product is: [Br:8][C:6]1[N:7]=[C:2]2[N:32]([C@H:29]3[CH2:30][CH2:31][C@@H:26]([O:25][CH3:24])[CH2:27][CH2:28]3)[CH2:11][C:10](=[O:13])[NH:9][C:3]2=[N:4][CH:5]=1. (3) The product is: [Br:1][C:2]1[C:3]([CH3:12])=[CH:4][C:5]([N+:9]([O-:11])=[O:10])=[CH:6][C:7]=1[CH2:21][C:20]([OH:23])=[O:22]. Given the reactants [Br:1][C:2]1[C:7](C)=[CH:6][C:5]([N+:9]([O-:11])=[O:10])=[CH:4][C:3]=1[CH2:12]C#N.S(=O)(=O)(O)O.[C:20]([OH:23])(=[O:22])[CH3:21], predict the reaction product. (4) Given the reactants [CH3:1][C:2]1[C:3]([N:9]2[CH2:14][CH2:13][N:12]([C:15]([C:17]3[CH:22]=[CH:21][C:20]([N:23]4[CH2:27][CH2:26][CH2:25][S:24]4(=[O:29])=[O:28])=[CH:19][C:18]=3[CH3:30])=[O:16])[CH2:11][CH2:10]2)=[N:4][CH:5]=[C:6]([CH3:8])[CH:7]=1.[BrH:31].C(O)(=O)C.O1CCCC1, predict the reaction product. The product is: [BrH:31].[CH3:1][C:2]1[C:3]([N:9]2[CH2:10][CH2:11][N:12]([C:15]([C:17]3[CH:22]=[CH:21][C:20]([N:23]4[CH2:27][CH2:26][CH2:25][S:24]4(=[O:29])=[O:28])=[CH:19][C:18]=3[CH3:30])=[O:16])[CH2:13][CH2:14]2)=[N:4][CH:5]=[C:6]([CH3:8])[CH:7]=1.